Task: Predict the product of the given reaction.. Dataset: Forward reaction prediction with 1.9M reactions from USPTO patents (1976-2016) (1) Given the reactants [F:1][C:2]1[CH:3]=[C:4]([N:17]2[CH2:21][C@H:20]([CH2:22][NH:23][C:24](=[O:26])[CH3:25])[O:19][C:18]2=[O:27])[CH:5]=[CH:6][C:7]=1[N:8]1[CH2:13][CH2:12][C:11](=O)[C:10]([CH3:16])([CH3:15])[CH2:9]1.[C-:28]#[N:29].[Na+].[F:31][C:32]1[C:38]([F:39])=[C:37]([F:40])[CH:36]=[CH:35][C:33]=1[NH2:34], predict the reaction product. The product is: [F:31][C:32]1[C:38]([F:39])=[C:37]([F:40])[CH:36]=[CH:35][C:33]=1[NH:34][C:11]1([C:28]#[N:29])[CH2:12][CH2:13][N:8]([C:7]2[CH:6]=[CH:5][C:4]([N:17]3[CH2:21][C@H:20]([CH2:22][NH:23][C:24](=[O:26])[CH3:25])[O:19][C:18]3=[O:27])=[CH:3][C:2]=2[F:1])[CH2:9][C:10]1([CH3:16])[CH3:15]. (2) Given the reactants [F:1][C:2]1[CH:7]=[C:6]([O:8][CH3:9])[CH:5]=[CH:4][C:3]=1[CH2:10][C:11](O)=[O:12].B.C1COCC1, predict the reaction product. The product is: [F:1][C:2]1[CH:7]=[C:6]([O:8][CH3:9])[CH:5]=[CH:4][C:3]=1[CH2:10][CH2:11][OH:12]. (3) Given the reactants C([O:4][C:5]1[CH:10]=[CH:9][C:8]([C:11]2[N:12]=[C:13]([CH2:42][C:43]3[CH:48]=[CH:47][CH:46]=[CH:45][CH:44]=3)[C:14]([N:17](S(C3C=CC([N+]([O-])=O)=CC=3)(=O)=O)[S:18]([C:21]3[CH:26]=[CH:25][C:24]([N+:27]([O-:29])=[O:28])=[CH:23][CH:22]=3)(=[O:20])=[O:19])=[N:15][CH:16]=2)=[CH:7][CH:6]=1)(=O)C.[OH-].[Na+], predict the reaction product. The product is: [CH2:42]([C:13]1[C:14]([NH:17][S:18]([C:21]2[CH:22]=[CH:23][C:24]([N+:27]([O-:29])=[O:28])=[CH:25][CH:26]=2)(=[O:19])=[O:20])=[N:15][CH:16]=[C:11]([C:8]2[CH:9]=[CH:10][C:5]([OH:4])=[CH:6][CH:7]=2)[N:12]=1)[C:43]1[CH:48]=[CH:47][CH:46]=[CH:45][CH:44]=1. (4) Given the reactants N1[C:6]([CH3:7])=[CH:5][CH:4]=[CH:3][C:2]=1C.[F:9][C:10]([F:23])([F:22])S(OS([C:10]([F:23])([F:22])[F:9])(=O)=O)(=O)=O.[O-]S(C(F)(F)F)(=O)=O.[Br:32][C:33]1[CH:34]=[C:35]([CH:37]=[CH:38][CH:39]=1)[NH2:36].[C:40](=O)([O-])[O-].[K+].[K+].[CH2:46]([Cl:48])Cl, predict the reaction product. The product is: [Br:32][C:33]1[CH:34]=[C:35]([NH:36][CH:40]([C:4]2[CH:3]=[CH:2][C:46]([Cl:48])=[C:6]([CH3:7])[CH:5]=2)[C:10]([F:23])([F:22])[F:9])[CH:37]=[CH:38][CH:39]=1. (5) Given the reactants F[C:2]1[N:7]=[CH:6][C:5]([C:8]2[C:16]3[C:11](=[CH:12][N:13]=[C:14]([C:17]4[CH:18]=[N:19][CH:20]=[CH:21][CH:22]=4)[CH:15]=3)[N:10]([CH:23]3[CH2:28][CH2:27][CH2:26][CH2:25][O:24]3)[N:9]=2)=[CH:4][CH:3]=1.[NH:29]1[CH2:34][CH2:33][CH2:32][C@@H:31]([NH:35][C:36](=[O:42])[O:37][C:38]([CH3:41])([CH3:40])[CH3:39])[CH2:30]1.CS(C)=O, predict the reaction product. The product is: [N:19]1[CH:20]=[CH:21][CH:22]=[C:17]([C:14]2[CH:15]=[C:16]3[C:8]([C:5]4[CH:4]=[CH:3][C:2]([N:29]5[CH2:34][CH2:33][CH2:32][C@@H:31]([NH:35][C:36](=[O:42])[O:37][C:38]([CH3:40])([CH3:39])[CH3:41])[CH2:30]5)=[N:7][CH:6]=4)=[N:9][N:10]([CH:23]4[CH2:28][CH2:27][CH2:26][CH2:25][O:24]4)[C:11]3=[CH:12][N:13]=2)[CH:18]=1.